From a dataset of Experimentally validated miRNA-target interactions with 360,000+ pairs, plus equal number of negative samples. Binary Classification. Given a miRNA mature sequence and a target amino acid sequence, predict their likelihood of interaction. (1) The miRNA is rno-let-7b-5p with sequence UGAGGUAGUAGGUUGUGUGGUU. The protein sequence of the target gene is MIAELVSSALGLALYLNTLSADFCYDDSRAIKTNQDLLPETPWTHIFYNDFWGTLLTHSGSHKSYRPLCTLSFRLNHAIGGLNPWSYHLVNVLLHAAVTGLFTSFSKILLGDGYWTFMAGLMFASHPIHTEAVAGIVGRADVGASLFFLLSLLCYIKHCSTRGYSARTWGWFLGSGLCAGCSMLWKEQGVTVLAVSAVYDVFVFHRLKIKQILPTIYKRKNLSLFLSISLLIFWGSSLLGARLYWMGNKPPSFSNSDNPAADSDSLLTRTLTFFYLPTKNLWLLLCPDTLSFDWSMDAVP.... Result: 0 (no interaction). (2) The protein sequence of the target gene is MAAEEGVASAASAGGSWGTAAMGRVLPMLLVPVPAEAMGQLGSRAQLRTQPEALGSLTAAGSLQVLSLTPGSRGGGRCCLEGPFWHFLWEDSRNSSTPTEKPKLLALGENYELLIYEFNLKDGRCDATILYSCSREALQKLIDDQDISISLLSLRILSFHNNTSLLFINKCVILHIIFPERDAAIRVLNCFTLPLPAQAVDMIIDTQLCRGILFVLSSLGWIYIFDVVDGTYVAHVDLALHKEDMCNEQQQEPAKISSFTSLKVSQDLDVAVIVSSSNSAVALNLNLYFRQHPGHLLCER.... Result: 1 (interaction). The miRNA is hsa-miR-22-3p with sequence AAGCUGCCAGUUGAAGAACUGU. (3) The miRNA is hsa-miR-6132 with sequence AGCAGGGCUGGGGAUUGCA. Result: 0 (no interaction). The protein sequence of the target gene is MLRLVPTGARAIVDMSYARHFLDFQGSAIPQAMQKLVVTRLSPNFREAVTLSRDCPVPLPGDGDLLVRNRFVGVNASDINYSAGRYDPSVKPPFDIGFEGIGEVVALGLSASARYTVGQAVAYMAPGSFAEYTVVPASIATPVPSVKPEYLTLLVSGTTAYISLKELGGLSEGKKVLVTAAAGGTGQFAMQLSKKAKCHVIGTCSSDEKSAFLKSLGCDRPINYKTEPVGTVLKQEYPEGVDVVYESVGGAMFDLAVDALATKGRLIVIGFISGYQTPTGLSPVKAGTLPAKLLKKSASV....